Dataset: Forward reaction prediction with 1.9M reactions from USPTO patents (1976-2016). Task: Predict the product of the given reaction. (1) Given the reactants [CH2:1]([C:5]1[CH:6]=[C:7]([O:12][C:13]2[C:14]([F:38])=[C:15]([CH2:20][NH:21][C:22]([C:24]3[N:28](COCC[Si](C)(C)C)[CH:27]=[N:26][C:25]=3[Cl:37])=[O:23])[CH:16]=[CH:17][C:18]=2[Cl:19])[CH:8]=[C:9]([Cl:11])[CH:10]=1)[CH2:2][CH2:3][CH3:4].C(O)(C(F)(F)F)=O.C(=O)(O)[O-].[Na+], predict the reaction product. The product is: [CH2:1]([C:5]1[CH:6]=[C:7]([O:12][C:13]2[C:14]([F:38])=[C:15]([CH2:20][NH:21][C:22]([C:24]3[NH:28][CH:27]=[N:26][C:25]=3[Cl:37])=[O:23])[CH:16]=[CH:17][C:18]=2[Cl:19])[CH:8]=[C:9]([Cl:11])[CH:10]=1)[CH2:2][CH2:3][CH3:4]. (2) Given the reactants [NH2:1][C:2]1[N:7]=[C:6](Cl)[C:5]([CH2:9][C:10]([O:12]CC)=O)=[C:4]([Cl:15])[N:3]=1.[S:16]1[C:20]2[CH:21]=[C:22](CN)[CH:23]=[CH:24][C:19]=2[N:18]=[CH:17]1.C[CH2:28][N:29](C(C)C)C(C)C, predict the reaction product. The product is: [NH2:1][C:2]1[N:3]=[C:4]([Cl:15])[C:5]2[CH2:9][C:10](=[O:12])[N:29]([CH2:28][C:23]3[CH:22]=[CH:21][C:20]4[S:16][CH:17]=[N:18][C:19]=4[CH:24]=3)[C:6]=2[N:7]=1. (3) Given the reactants [CH3:1][O:2][C:3]1[N:4]=[C:5](OS(C2C=CC(C)=CC=2)(=O)=O)[C:6]2[CH2:12][N:11]([C:13]([O:15][C:16]([CH3:19])([CH3:18])[CH3:17])=[O:14])[CH2:10][CH2:9][C:7]=2[N:8]=1.[C:31]1([CH3:40])[CH:36]=[CH:35][CH:34]=[CH:33][C:32]=1B(O)O.[O-]P([O-])([O-])=O.[K+].[K+].[K+].C1(P(C2C=CC=CC=2C2C=CC=CC=2)C2CCCCC2)CCCCC1, predict the reaction product. The product is: [C:16]([O:15][C:13]([N:11]1[CH2:10][CH2:9][C:7]2[N:8]=[C:3]([O:2][CH3:1])[N:4]=[C:5]([C:32]3[CH:33]=[CH:34][CH:35]=[CH:36][C:31]=3[CH3:40])[C:6]=2[CH2:12]1)=[O:14])([CH3:17])([CH3:18])[CH3:19]. (4) Given the reactants [C:1]([NH:7][C:8]1[CH:13]=[CH:12][CH:11]=[C:10]([O:14][CH3:15])[CH:9]=1)(=O)[C:2]([CH3:5])([CH3:4])C.C([Li])(CC)C.C1CCCCC1.CN(C)C=O.C(=O)CC.C[Si](C)(C)[N-][Si](C)(C)C.[K+].C1(C)C=CC=CC=1, predict the reaction product. The product is: [CH3:15][O:14][C:10]1[CH:11]=[CH:12][CH:13]=[C:8]2[C:9]=1[CH:5]=[C:2]([CH3:4])[CH:1]=[N:7]2. (5) Given the reactants [Cl:1][C:2]1[CH:7]=[C:6](Cl)[C:5]([N+:9]([O-:11])=[O:10])=[CH:4][N:3]=1.[F:12][C:13]([F:18])([F:17])[CH:14]([NH2:16])[CH3:15], predict the reaction product. The product is: [Cl:1][C:2]1[CH:7]=[C:6]([NH:16][CH:14]([CH3:15])[C:13]([F:18])([F:17])[F:12])[C:5]([N+:9]([O-:11])=[O:10])=[CH:4][N:3]=1. (6) Given the reactants [C:1]([O:5][C:6](=[O:20])[N:7]([CH2:11][C:12]1[CH:17]=[C:16](Br)[CH:15]=[CH:14][C:13]=1[Cl:19])[CH:8]1[CH2:10][CH2:9]1)([CH3:4])([CH3:3])[CH3:2].C([O-])([O-])=O.[K+].[K+].O.[CH3:28][C:29]1(C)C(C)(C)OB(C=C)O1, predict the reaction product. The product is: [C:1]([O:5][C:6](=[O:20])[N:7]([CH2:11][C:12]1[CH:17]=[C:16]([CH:28]=[CH2:29])[CH:15]=[CH:14][C:13]=1[Cl:19])[CH:8]1[CH2:10][CH2:9]1)([CH3:4])([CH3:3])[CH3:2]. (7) Given the reactants Cl.[NH2:2][CH2:3][C:4]1[CH:9]=[CH:8][C:7]([N:10]2[C:18]3[C:13](=[CH:14][CH:15]=[CH:16][CH:17]=3)[C:12]([Cl:19])=[C:11]2[C:20]2[N:24]([CH3:25])[C:23](=[O:26])[O:22][N:21]=2)=[CH:6][CH:5]=1.[CH3:27][O:28][C:29]1[CH:33]=[C:32]([C:34]([NH:36][C:37]2([C:40](O)=[O:41])[CH2:39][CH2:38]2)=[O:35])[O:31][N:30]=1, predict the reaction product. The product is: [Cl:19][C:12]1[C:13]2[C:18](=[CH:17][CH:16]=[CH:15][CH:14]=2)[N:10]([C:7]2[CH:8]=[CH:9][C:4]([CH2:3][NH:2][C:40]([C:37]3([NH:36][C:34]([C:32]4[O:31][N:30]=[C:29]([O:28][CH3:27])[CH:33]=4)=[O:35])[CH2:38][CH2:39]3)=[O:41])=[CH:5][CH:6]=2)[C:11]=1[C:20]1[N:24]([CH3:25])[C:23](=[O:26])[O:22][N:21]=1.